This data is from Forward reaction prediction with 1.9M reactions from USPTO patents (1976-2016). The task is: Predict the product of the given reaction. (1) Given the reactants Cl[C:2]1[N:7]=[CH:6][C:5]([C:8]([O:10][CH2:11][CH3:12])=[O:9])=[CH:4][CH:3]=1.[NH:13]1[CH:17]=[CH:16][CH:15]=[N:14]1.C(=O)([O-])[O-].[Cs+].[Cs+], predict the reaction product. The product is: [N:13]1([C:2]2[N:7]=[CH:6][C:5]([C:8]([O:10][CH2:11][CH3:12])=[O:9])=[CH:4][CH:3]=2)[CH:17]=[CH:16][CH:15]=[N:14]1. (2) Given the reactants [CH2:1]([O:3][C:4]1[CH:25]=[CH:24][CH:23]=[CH:22][C:5]=1[O:6][C@@H:7]1[CH2:12][CH2:11][CH2:10][N:9]([C:13]2[N:18]=[CH:17][C:16]([C:19](O)=[O:20])=[CH:15][N:14]=2)[CH2:8]1)[CH3:2].Cl.[NH2:27][CH2:28][C:29]1[C:30]([O:40][CH3:41])=[C:31]([CH:37]=[CH:38][CH:39]=1)[C:32]([O:34]CC)=[O:33].CN(C(ON1N=NC2C=CC=NC1=2)=[N+](C)C)C.F[P-](F)(F)(F)(F)F.[Li+].[OH-], predict the reaction product. The product is: [CH2:1]([O:3][C:4]1[CH:25]=[CH:24][CH:23]=[CH:22][C:5]=1[O:6][C@@H:7]1[CH2:12][CH2:11][CH2:10][N:9]([C:13]2[N:18]=[CH:17][C:16]([C:19]([NH:27][CH2:28][C:29]3[C:30]([O:40][CH3:41])=[C:31]([CH:37]=[CH:38][CH:39]=3)[C:32]([OH:34])=[O:33])=[O:20])=[CH:15][N:14]=2)[CH2:8]1)[CH3:2]. (3) Given the reactants [F:1][C:2]1[CH:7]=[CH:6][C:5]([C:8]2[CH:9]=[CH:10][C:11]([CH:14](O)[CH3:15])=[N:12][CH:13]=2)=[CH:4][CH:3]=1.[CH:17]1[N:21]=[CH:20][N:19](C([N:19]2[CH:20]=[N:21][CH:17]=[CH:18]2)=O)[CH:18]=1, predict the reaction product. The product is: [N:19]1([CH:14]([C:11]2[CH:10]=[CH:9][C:8]([C:5]3[CH:6]=[CH:7][C:2]([F:1])=[CH:3][CH:4]=3)=[CH:13][N:12]=2)[CH3:15])[CH:18]=[CH:17][N:21]=[CH:20]1. (4) Given the reactants [Br:1][C:2]1[CH:7]=[CH:6][C:5]([S:8](Cl)(=[O:10])=[O:9])=[C:4]([CH2:12][CH2:13][CH3:14])[CH:3]=1.[N-:15]=[N+:16]=[N-:17].[Na+], predict the reaction product. The product is: [Br:1][C:2]1[CH:7]=[CH:6][C:5]([S:8]([N:15]=[N+:16]=[N-:17])(=[O:10])=[O:9])=[C:4]([CH2:12][CH2:13][CH3:14])[CH:3]=1. (5) Given the reactants [N+:1]([C:4]1[CH:9]=[CH:8][C:7]([C:10]2[S:11][C:12]3[CH:18]=[C:17]([O:19][CH3:20])[CH:16]=[CH:15][C:13]=3[N:14]=2)=[CH:6][CH:5]=1)([O-])=O.O.O.[Sn](Cl)Cl, predict the reaction product. The product is: [NH2:1][C:4]1[CH:5]=[CH:6][C:7]([C:10]2[S:11][C:12]3[CH:18]=[C:17]([O:19][CH3:20])[CH:16]=[CH:15][C:13]=3[N:14]=2)=[CH:8][CH:9]=1. (6) Given the reactants [F:1][C:2]1[CH:7]=[CH:6][C:5]([N:8]2[C:16]3[C:11](=[CH:12][C:13]([CH2:17][OH:18])=[CH:14][CH:15]=3)[CH:10]=[N:9]2)=[CH:4][CH:3]=1.CC(C)=[O:21], predict the reaction product. The product is: [F:1][C:2]1[CH:3]=[CH:4][C:5]([N:8]2[C:16]3[C:11](=[CH:12][C:13]([C:17]([OH:21])=[O:18])=[CH:14][CH:15]=3)[CH:10]=[N:9]2)=[CH:6][CH:7]=1. (7) Given the reactants COC1C=[CH:11][CH:10]=[C:9]2[C:4]=1[C:5]1[CH:26]=[CH:25][C:24]([NH:27][S:28]([CH3:31])(=[O:30])=[O:29])=[CH:23][C:6]=1[CH:7]([C:13]1[CH:18]=[CH:17][CH:16]=[C:15]([O:19][CH2:20][CH:21]=O)[CH:14]=1)[O:8]2.[Br-].[CH3:33][O:34][CH2:35][CH2:36][PH3+].[OH-].[Na+].C1[CH2:44][O:43][CH2:42][CH2:41]1, predict the reaction product. The product is: [CH3:33][O:34][C:35]1[CH:36]=[CH:11][CH:10]=[C:9]2[C:4]=1[C:5]1[CH:26]=[CH:25][C:24]([NH:27][S:28]([CH3:31])(=[O:29])=[O:30])=[CH:23][C:6]=1[CH:7]([C:13]1[CH:18]=[CH:17][CH:16]=[C:15]([O:19][CH2:20][CH2:21][CH2:41][CH2:42][O:43][CH3:44])[CH:14]=1)[O:8]2.